From a dataset of Peptide-MHC class I binding affinity with 185,985 pairs from IEDB/IMGT. Regression. Given a peptide amino acid sequence and an MHC pseudo amino acid sequence, predict their binding affinity value. This is MHC class I binding data. The peptide sequence is VPSGDVVRF. The MHC is HLA-A69:01 with pseudo-sequence HLA-A69:01. The binding affinity (normalized) is 0.0847.